From a dataset of Catalyst prediction with 721,799 reactions and 888 catalyst types from USPTO. Predict which catalyst facilitates the given reaction. (1) Reactant: [F:1][C:2]1[CH:7]=[C:6]([C:8]([F:11])([F:10])[F:9])[CH:5]=[CH:4][C:3]=1[CH2:12][CH2:13][NH:14][C:15]1[N:20]=[C:19]([O:21][CH3:22])[N:18]=[C:17]([C:23]2[CH:24]=[C:25]([CH2:29][C:30]#[N:31])[CH:26]=[CH:27][CH:28]=2)[CH:16]=1. Product: [NH2:31][CH2:30][CH2:29][C:25]1[CH:24]=[C:23]([C:17]2[N:18]=[C:19]([O:21][CH3:22])[N:20]=[C:15]([NH:14][CH2:13][CH2:12][C:3]3[CH:4]=[CH:5][C:6]([C:8]([F:11])([F:10])[F:9])=[CH:7][C:2]=3[F:1])[CH:16]=2)[CH:28]=[CH:27][CH:26]=1. The catalyst class is: 240. (2) Reactant: [Cl:1][C:2]1[CH:7]=[CH:6][C:5]([SH:8])=[CH:4][CH:3]=1.Br[CH2:10][CH2:11][CH2:12][CH2:13][CH2:14][CH2:15][CH2:16][C:17]([O:19]CC)=[O:18].[OH-].[K+]. Product: [Cl:1][C:2]1[CH:7]=[CH:6][C:5]([S:8][CH2:10][CH2:11][CH2:12][CH2:13][CH2:14][CH2:15][CH2:16][C:17]([OH:19])=[O:18])=[CH:4][CH:3]=1. The catalyst class is: 2. (3) Reactant: [H-].[Na+].[CH2:3]([N:10]1[CH2:15][CH2:14][N:13]([C:16](=[O:31])[C:17]2[CH:22]=[C:21]([C:23]([F:26])([F:25])[F:24])[CH:20]=[C:19]([C:27]([F:30])([F:29])[F:28])[CH:18]=2)[C@H:12]([CH2:32][C:33]2[CH:38]=[CH:37][C:36]([CH3:39])=[C:35]([OH:40])[CH:34]=2)[CH2:11]1)[C:4]1[CH:9]=[CH:8][CH:7]=[CH:6][CH:5]=1.[CH3:41][O:42][CH2:43][CH2:44][O:45][CH2:46]Cl.O. Product: [CH2:3]([N:10]1[CH2:15][CH2:14][N:13]([C:16](=[O:31])[C:17]2[CH:22]=[C:21]([C:23]([F:24])([F:25])[F:26])[CH:20]=[C:19]([C:27]([F:30])([F:29])[F:28])[CH:18]=2)[C@H:12]([CH2:32][C:33]2[CH:38]=[CH:37][C:36]([CH3:39])=[C:35]([O:40][CH2:41][O:42][CH2:43][CH2:44][O:45][CH3:46])[CH:34]=2)[CH2:11]1)[C:4]1[CH:9]=[CH:8][CH:7]=[CH:6][CH:5]=1. The catalyst class is: 9. (4) Reactant: Cl[C:2]1[N:13]=[C:12]2[N:14]3[C:8](=[N:9][C:10](Cl)=[N:11]2)[N:7]=[C:6](Cl)[N:5]=[C:4]3[N:3]=1.[NH2:17][C:18]1[CH:34]=[CH:33][C:21]([C:22]([O:24][CH2:25][CH:26]([CH2:31][CH3:32])[CH2:27][CH2:28][CH2:29][CH3:30])=[O:23])=[CH:20][CH:19]=1. The catalyst class is: 11. Product: [CH2:31]([CH:26]([CH2:27][CH2:28][CH2:29][CH3:30])[CH2:25][O:24][C:22]([C:21]1[CH:20]=[CH:19][C:18]([NH:17][C:2]2[N:13]=[C:12]3[N:14]4[C:8](=[N:9][C:10]([NH:17][C:18]5[CH:34]=[CH:33][C:21]([C:22]([O:24][CH2:25][CH:26]([CH2:31][CH3:32])[CH2:27][CH2:28][CH2:29][CH3:30])=[O:23])=[CH:20][CH:19]=5)=[N:11]3)[N:7]=[C:6]([NH:17][C:18]3[CH:19]=[CH:20][C:21]([C:22]([O:24][CH2:25][CH:26]([CH2:31][CH3:32])[CH2:27][CH2:28][CH2:29][CH3:30])=[O:23])=[CH:33][CH:34]=3)[N:5]=[C:4]4[N:3]=2)=[CH:34][CH:33]=1)=[O:23])[CH3:32].